Dataset: Forward reaction prediction with 1.9M reactions from USPTO patents (1976-2016). Task: Predict the product of the given reaction. The product is: [Br:1][C:2]1[CH:3]=[C:4]([C:13]([F:16])([F:15])[F:14])[C:5]([C:8]2[N:32]=[C:28]3[N:29]=[CH:30][CH:31]=[C:26]([NH:25][C:22]4[CH:21]=[CH:20][C:19]([C:18]([F:35])([F:34])[F:17])=[CH:24][N:23]=4)[C:27]3=[N:33][CH:9]=2)=[N:6][CH:7]=1. Given the reactants [Br:1][C:2]1[CH:3]=[C:4]([C:13]([F:16])([F:15])[F:14])[C:5]([C:8](=O)[CH:9](O)O)=[N:6][CH:7]=1.[F:17][C:18]([F:35])([F:34])[C:19]1[CH:20]=[CH:21][C:22]([NH:25][C:26]2[CH:31]=[CH:30][N:29]=[C:28]([NH2:32])[C:27]=2[NH2:33])=[N:23][CH:24]=1.C([O-])(O)=O.[Na+], predict the reaction product.